From a dataset of NCI-60 drug combinations with 297,098 pairs across 59 cell lines. Regression. Given two drug SMILES strings and cell line genomic features, predict the synergy score measuring deviation from expected non-interaction effect. Drug 1: C1CN1P(=S)(N2CC2)N3CC3. Synergy scores: CSS=2.18, Synergy_ZIP=0.666, Synergy_Bliss=1.81, Synergy_Loewe=0.851, Synergy_HSA=0.316. Cell line: MDA-MB-435. Drug 2: CC(C)CN1C=NC2=C1C3=CC=CC=C3N=C2N.